Dataset: Forward reaction prediction with 1.9M reactions from USPTO patents (1976-2016). Task: Predict the product of the given reaction. (1) Given the reactants [CH3:1][O:2][C:3]1[CH:4]=[C:5]2[C:9](=[CH:10][CH:11]=1)[C:8](=[O:12])[CH2:7][C:6]2([CH3:14])[CH3:13].S(=O)(=O)(O)O.[N-:20]=[N+]=[N-].[Na+], predict the reaction product. The product is: [CH3:1][O:2][C:3]1[CH:4]=[C:5]2[C:9](=[CH:10][CH:11]=1)[C:8](=[O:12])[NH:20][CH2:7][C:6]2([CH3:14])[CH3:13]. (2) Given the reactants [Cl:1][C:2]1[CH:3]=[C:4](/[CH:9]=[CH:10]/[C:11]([N:13]2[CH2:19][CH2:18][C:17](=[O:20])[NH:16][CH2:15][CH2:14]2)=[O:12])[CH:5]=[CH:6][C:7]=1[Cl:8].[Cl:21][CH2:22][CH2:23][CH2:24][CH2:25]I, predict the reaction product. The product is: [Cl:21][CH2:22][CH2:23][CH2:24][CH2:25][N:16]1[C:17](=[O:20])[CH2:18][CH2:19][N:13]([C:11](=[O:12])/[CH:10]=[CH:9]/[C:4]2[CH:5]=[CH:6][C:7]([Cl:8])=[C:2]([Cl:1])[CH:3]=2)[CH2:14][CH2:15]1. (3) Given the reactants [Si]([O:18][CH2:19][C:20]1[C:21]([N:35]2[CH2:40][C@H:39]([CH3:41])[O:38][C@H:37]([CH3:42])[CH2:36]2)=[C:22]([F:34])[C:23]([O:29][N:30]=C(C)C)=[C:24]([C:26](=O)[CH3:27])[CH:25]=1)(C(C)(C)C)(C1C=CC=CC=1)C1C=CC=CC=1.Cl, predict the reaction product. The product is: [CH3:42][C@@H:37]1[CH2:36][N:35]([C:21]2[C:20]([CH2:19][OH:18])=[CH:25][C:24]3[C:26]([CH3:27])=[N:30][O:29][C:23]=3[C:22]=2[F:34])[CH2:40][C@H:39]([CH3:41])[O:38]1. (4) Given the reactants [F:1][CH2:2][C@H:3]1[O:8][CH2:7][C@@H:6]([C:9]2[CH:14]=[CH:13][CH:12]=[CH:11][CH:10]=2)[N:5](C(OCC(Cl)(Cl)Cl)=O)[CH2:4]1.[F:1][CH2:2][CH:3]1[O:8][CH2:7][CH:6]([C:9]2[CH:10]=[CH:11][CH:12]=[CH:13][CH:14]=2)[N:5](C(OC(Cl)(Cl)Cl)=O)[CH2:4]1, predict the reaction product. The product is: [F:1][CH2:2][C@H:3]1[O:8][CH2:7][C@@H:6]([C:9]2[CH:10]=[CH:11][CH:12]=[CH:13][CH:14]=2)[NH:5][CH2:4]1. (5) Given the reactants [C:1]1([NH:7][C:8]([C:10]2[NH:11][C:12]3[C:17]([C:18]=2[C:19]2[CH:24]=[CH:23][CH:22]=[CH:21][CH:20]=2)=[CH:16][C:15]([NH2:25])=[CH:14][CH:13]=3)=[O:9])[CH:6]=[CH:5][CH:4]=[CH:3][CH:2]=1.[F:26][C:27]([F:40])([F:39])[O:28][C:29]1[CH:34]=[CH:33][C:32]([S:35](Cl)(=[O:37])=[O:36])=[CH:31][CH:30]=1, predict the reaction product. The product is: [C:1]1([NH:7][C:8]([C:10]2[NH:11][C:12]3[C:17]([C:18]=2[C:19]2[CH:20]=[CH:21][CH:22]=[CH:23][CH:24]=2)=[CH:16][C:15]([NH:25][S:35]([C:32]2[CH:31]=[CH:30][C:29]([O:28][C:27]([F:26])([F:39])[F:40])=[CH:34][CH:33]=2)(=[O:37])=[O:36])=[CH:14][CH:13]=3)=[O:9])[CH:6]=[CH:5][CH:4]=[CH:3][CH:2]=1. (6) Given the reactants [NH2:1][C:2]1[CH:3]=[C:4]([CH2:12][OH:13])[CH:5]=[C:6]([O:9][CH2:10][CH3:11])[C:7]=1[I:8], predict the reaction product. The product is: [NH2:1][C:2]1[CH:3]=[C:4]([CH:5]=[C:6]([O:9][CH2:10][CH3:11])[C:7]=1[I:8])[CH:12]=[O:13].